Predict the reactants needed to synthesize the given product. From a dataset of Full USPTO retrosynthesis dataset with 1.9M reactions from patents (1976-2016). Given the product [CH2:1]([C:8]1[S:12][C:11]([NH:13][C:14]([C:16]2[CH:17]=[CH:18][C:19]([C@H:22]3[CH2:27][CH2:26][C@H:25]([O:28][CH2:29][C:30]([OH:32])=[O:31])[CH2:24][CH2:23]3)=[CH:20][CH:21]=2)=[O:15])=[N:10][N:9]=1)[C:2]1[CH:7]=[CH:6][CH:5]=[CH:4][CH:3]=1, predict the reactants needed to synthesize it. The reactants are: [CH2:1]([C:8]1[S:12][C:11]([NH:13][C:14]([C:16]2[CH:21]=[CH:20][C:19]([C@H:22]3[CH2:27][CH2:26][C@H:25]([O:28][CH2:29][C:30]([O:32]C(C)(C)C)=[O:31])[CH2:24][CH2:23]3)=[CH:18][CH:17]=2)=[O:15])=[N:10][N:9]=1)[C:2]1[CH:7]=[CH:6][CH:5]=[CH:4][CH:3]=1.FC(F)(F)C(O)=O.